This data is from Forward reaction prediction with 1.9M reactions from USPTO patents (1976-2016). The task is: Predict the product of the given reaction. (1) The product is: [Br:8][C:6]1[CH:5]=[N:4][C:3]2[C:9](=[O:11])[N:13]([CH3:12])[C:29]([C:28]3[CH:31]=[CH:32][C:25]([O:24][CH:21]4[CH2:22][CH2:23][N:18]([CH:14]5[CH2:17][CH2:16][CH2:15]5)[CH2:19][CH2:20]4)=[CH:26][C:27]=3[O:33][CH3:34])=[N:1][C:2]=2[CH:7]=1. Given the reactants [NH2:1][C:2]1[C:3]([C:9]([OH:11])=O)=[N:4][CH:5]=[C:6]([Br:8])[CH:7]=1.[CH3:12][NH2:13].[CH:14]1([N:18]2[CH2:23][CH2:22][CH:21]([O:24][C:25]3[CH:32]=[CH:31][C:28]([CH:29]=O)=[C:27]([O:33][CH3:34])[CH:26]=3)[CH2:20][CH2:19]2)[CH2:17][CH2:16][CH2:15]1, predict the reaction product. (2) Given the reactants [F:1][C:2]1[C:3]([OH:11])=[C:4]([CH:7]=[CH:8][C:9]=1[F:10])[C:5]#[N:6].[C:12]([O:16][C:17]([N:19]1[CH2:24][CH2:23][CH:22]([N:25]2[C:29]3=[N:30][CH:31]=[N:32][C:33](Cl)=[C:28]3[CH:27]=[N:26]2)[CH2:21][CH2:20]1)=[O:18])([CH3:15])([CH3:14])[CH3:13].C(=O)([O-])[O-].[K+].[K+].C(=O)([O-])[O-].[Na+].[Na+], predict the reaction product. The product is: [C:12]([O:16][C:17]([N:19]1[CH2:20][CH2:21][CH:22]([N:25]2[C:29]3=[N:30][CH:31]=[N:32][C:33]([O:11][C:3]4[C:4]([C:5]#[N:6])=[CH:7][CH:8]=[C:9]([F:10])[C:2]=4[F:1])=[C:28]3[CH:27]=[N:26]2)[CH2:23][CH2:24]1)=[O:18])([CH3:15])([CH3:13])[CH3:14].